From a dataset of Forward reaction prediction with 1.9M reactions from USPTO patents (1976-2016). Predict the product of the given reaction. (1) Given the reactants [CH2:1]([N:3]1[C:11]2[C:6](=[CH:7][CH:8]=[CH:9][C:10]=2[F:12])[C:5](=O)[C:4]1=[O:14])[CH3:2].O.NN, predict the reaction product. The product is: [CH2:1]([N:3]1[C:11]2[C:6](=[CH:7][CH:8]=[CH:9][C:10]=2[F:12])[CH2:5][C:4]1=[O:14])[CH3:2]. (2) Given the reactants [CH3:1][CH2:2][N:3]1[C:8](=[O:9])[C:7]([O:10][CH3:11])=[CH:6][C:5]([C:12]#[N:13])=[CH:4]1.C[O-].[Na+].CO.CS(O)(=O)=O.[F:24][C:25]1[CH:30]=[CH:29][C:28]([C@@:31]([C:36]2[CH:37]=[N:38][C:39]([F:42])=[CH:40][CH:41]=2)(N)[C@@H:32]([NH2:34])[CH3:33])=[CH:27][CH:26]=1, predict the reaction product. The product is: [CH2:2]([N:3]1[CH:4]=[C:5]([C:12]2[NH:34][C@@H:32]([CH3:33])[C@:31]([C:28]3[CH:29]=[CH:30][C:25]([F:24])=[CH:26][CH:27]=3)([C:36]3[CH:37]=[N:38][C:39]([F:42])=[CH:40][CH:41]=3)[N:13]=2)[CH:6]=[C:7]([O:10][CH3:11])[C:8]1=[O:9])[CH3:1]. (3) Given the reactants [Br:1][C:2]1[N:6]=[C:5]([Br:7])[NH:4][N:3]=1.[I-].[K+].[CH3:10][O:11][C:12]1[CH:19]=[CH:18][C:15]([CH2:16]Cl)=[CH:14][CH:13]=1.C(N(CC)C(C)C)(C)C, predict the reaction product. The product is: [Br:1][C:2]1[N:6]=[C:5]([Br:7])[N:4]([CH2:16][C:15]2[CH:18]=[CH:19][C:12]([O:11][CH3:10])=[CH:13][CH:14]=2)[N:3]=1. (4) Given the reactants [CH:1]1([CH:4]([OH:26])[C:5]([N:7]2[CH2:11][C:10]([C:12]3[CH:17]=[C:16]([F:18])[CH:15]=[CH:14][C:13]=3[F:19])=[CH:9][C@H:8]2[C:20]2[CH:25]=[CH:24][CH:23]=[CH:22][CH:21]=2)=[O:6])[CH2:3][CH2:2]1.[H-].[Na+].Br[CH2:30][C:31]([O:33][CH2:34][CH3:35])=[O:32], predict the reaction product. The product is: [CH:1]1([C@H:4]([O:26][CH2:30][C:31]([O:33][CH2:34][CH3:35])=[O:32])[C:5]([N:7]2[CH2:11][C:10]([C:12]3[CH:17]=[C:16]([F:18])[CH:15]=[CH:14][C:13]=3[F:19])=[CH:9][C@H:8]2[C:20]2[CH:21]=[CH:22][CH:23]=[CH:24][CH:25]=2)=[O:6])[CH2:3][CH2:2]1. (5) The product is: [C:1]([O:5][C:6](=[O:25])[NH:7][CH2:8][C:9]1[CH:24]=[CH:23][C:12]2[N:13]([CH2:18][CH2:19][CH:20]([CH3:22])[CH3:21])[C:14]([CH2:16][Cl:28])=[N:15][C:11]=2[CH:10]=1)([CH3:4])([CH3:3])[CH3:2]. Given the reactants [C:1]([O:5][C:6](=[O:25])[NH:7][CH2:8][C:9]1[CH:24]=[CH:23][C:12]2[N:13]([CH2:18][CH2:19][CH:20]([CH3:22])[CH3:21])[C:14]([CH2:16]O)=[N:15][C:11]=2[CH:10]=1)([CH3:4])([CH3:3])[CH3:2].S(Cl)([Cl:28])=O, predict the reaction product. (6) Given the reactants [I:1][C:2]1[CH:7]=[CH:6][C:5]([N:8]2[CH2:21][C:10]3([CH2:13][N:12](C(OC(C)(C)C)=O)[CH2:11]3)[CH2:9]2)=[CH:4][CH:3]=1.C(O)(C(F)(F)F)=O, predict the reaction product. The product is: [I:1][C:2]1[CH:3]=[CH:4][C:5]([N:8]2[CH2:9][C:10]3([CH2:13][NH:12][CH2:11]3)[CH2:21]2)=[CH:6][CH:7]=1. (7) Given the reactants [CH3:1][C@@H:2]1[NH:7][C@H:6]([CH3:8])[CH2:5][N:4]([C:9]([O:11][C:12]([CH3:15])([CH3:14])[CH3:13])=[O:10])[CH2:3]1.[C:16]([NH:20][C:21](=[O:30])[C:22]1[CH:27]=[CH:26][CH:25]=[C:24]([CH2:28]Cl)[CH:23]=1)([CH3:19])([CH3:18])[CH3:17].C(N(C(C)C)C(C)C)C, predict the reaction product. The product is: [C:16]([NH:20][C:21]([C:22]1[CH:23]=[C:24]([CH:25]=[CH:26][CH:27]=1)[CH2:28][N:7]1[C@H:2]([CH3:1])[CH2:3][N:4]([C:9]([O:11][C:12]([CH3:13])([CH3:15])[CH3:14])=[O:10])[CH2:5][C@@H:6]1[CH3:8])=[O:30])([CH3:19])([CH3:17])[CH3:18].